Task: Regression. Given a peptide amino acid sequence and an MHC pseudo amino acid sequence, predict their binding affinity value. This is MHC class I binding data.. Dataset: Peptide-MHC class I binding affinity with 185,985 pairs from IEDB/IMGT (1) The peptide sequence is AVYSTFLHR. The MHC is HLA-B27:05 with pseudo-sequence HLA-B27:05. The binding affinity (normalized) is 0.0847. (2) The peptide sequence is ITMVNSLTY. The MHC is HLA-B48:01 with pseudo-sequence HLA-B48:01. The binding affinity (normalized) is 0.0847. (3) The MHC is HLA-A02:01 with pseudo-sequence HLA-A02:01. The peptide sequence is FLCPTFTLK. The binding affinity (normalized) is 0.516.